Dataset: NCI-60 drug combinations with 297,098 pairs across 59 cell lines. Task: Regression. Given two drug SMILES strings and cell line genomic features, predict the synergy score measuring deviation from expected non-interaction effect. Drug 2: C1=NC2=C(N1)C(=S)N=C(N2)N. Synergy scores: CSS=37.9, Synergy_ZIP=-13.1, Synergy_Bliss=-13.5, Synergy_Loewe=-10.3, Synergy_HSA=-5.10. Drug 1: CC1=C2C(C(=O)C3(C(CC4C(C3C(C(C2(C)C)(CC1OC(=O)C(C(C5=CC=CC=C5)NC(=O)OC(C)(C)C)O)O)OC(=O)C6=CC=CC=C6)(CO4)OC(=O)C)OC)C)OC. Cell line: SF-295.